Dataset: Forward reaction prediction with 1.9M reactions from USPTO patents (1976-2016). Task: Predict the product of the given reaction. Given the reactants [CH3:1][O:2][C:3](=[O:21])[C:4]1[CH:9]=[CH:8][C:7]([CH2:10][CH:11]2[C:16](=[O:17])[O:15][C:14]([CH3:19])([CH3:18])[O:13][C:12]2=[O:20])=[CH:6][CH:5]=1.C([O-])([O-])=O.[K+].[K+].[Br:28][C:29]1[CH:36]=[CH:35][C:32]([CH2:33]Br)=[CH:31][CH:30]=1, predict the reaction product. The product is: [CH3:1][O:2][C:3](=[O:21])[C:4]1[CH:5]=[CH:6][C:7]([CH2:10][C:11]2([CH2:33][C:32]3[CH:35]=[CH:36][C:29]([Br:28])=[CH:30][CH:31]=3)[C:12](=[O:20])[O:13][C:14]([CH3:18])([CH3:19])[O:15][C:16]2=[O:17])=[CH:8][CH:9]=1.